Dataset: Reaction yield outcomes from USPTO patents with 853,638 reactions. Task: Predict the reaction yield, written as a fraction of the theoretical maximum amount of product (1.0 means a 100% yield; for example, 0.34 means a 34% yield). (1) The reactants are CC1C=CC(Br)=NC=1.BrN1C(=O)CCC1=O.CC(N=NC(C#N)(C)C)(C#N)C.[Br:29][C:30]1[CH:35]=[CH:34][C:33]([CH:36](Br)[Br:37])=[CH:32][N:31]=1. The catalyst is C(Cl)(Cl)(Cl)Cl. The product is [Br:29][C:30]1[CH:35]=[CH:34][C:33]([CH2:36][Br:37])=[CH:32][N:31]=1. The yield is 0.430. (2) The reactants are C(OC([N:8]1[CH2:13][CH2:12][N:11]([C:14]2[N:19]=[C:18]([C:20]3[CH:25]=[CH:24][N:23]=[C:22]([NH:26][CH:27]4[CH2:32][CH2:31][CH2:30][CH2:29][CH2:28]4)[CH:21]=3)[CH:17]=[C:16]([CH2:33][N:34]=[N+:35]=[N-:36])[CH:15]=2)[CH2:10][CH2:9]1)=O)(C)(C)C.C(O)(C(F)(F)F)=O. The catalyst is C(Cl)Cl. The product is [N:34]([CH2:33][C:16]1[CH:15]=[C:14]([N:11]2[CH2:12][CH2:13][NH:8][CH2:9][CH2:10]2)[N:19]=[C:18]([C:20]2[CH:25]=[CH:24][N:23]=[C:22]([NH:26][CH:27]3[CH2:28][CH2:29][CH2:30][CH2:31][CH2:32]3)[CH:21]=2)[CH:17]=1)=[N+:35]=[N-:36]. The yield is 0.240.